From a dataset of PAMPA (Parallel Artificial Membrane Permeability Assay) permeability data from NCATS. Regression/Classification. Given a drug SMILES string, predict its absorption, distribution, metabolism, or excretion properties. Task type varies by dataset: regression for continuous measurements (e.g., permeability, clearance, half-life) or binary classification for categorical outcomes (e.g., BBB penetration, CYP inhibition). Dataset: pampa_ncats. (1) The drug is CN(CC1=CC=CC=C1)C(=O)C2CCN(CC2)CC3=CC=CC4=CC=CC=C43. The result is 1 (high permeability). (2) The compound is CC(C)(C)C1CCC2=C(C1)SC(=C2C(=O)N)NC(=O)C3=CC=NC=C3. The result is 1 (high permeability). (3) The compound is C1=CC=C2C(=C1)C(=NC(=N2)C3=CC(=O)NC=C3)NC4=CC(=C(C=C4)F)F. The result is 1 (high permeability).